This data is from Reaction yield outcomes from USPTO patents with 853,638 reactions. The task is: Predict the reaction yield, written as a fraction of the theoretical maximum amount of product (1.0 means a 100% yield; for example, 0.34 means a 34% yield). The reactants are [F:1][C:2]1[CH:42]=[CH:41][C:5]([CH2:6][N:7]2[C:19](=[O:20])[C:18]3[C:17]([O:21][Si](C(C)C)(C(C)C)C(C)C)=[C:16]4[C:11]([CH:12]=[CH:13][CH:14]=[N:15]4)=[C:10]([O:32][CH3:33])[C:9]=3[C:8]2([OH:40])[C:34]2[CH:39]=[CH:38][CH:37]=[CH:36][CH:35]=2)=[CH:4][CH:3]=1.[F-].C([N+](CCCC)(CCCC)CCCC)CCC. The catalyst is C1COCC1. The product is [F:1][C:2]1[CH:3]=[CH:4][C:5]([CH2:6][N:7]2[C:19](=[O:20])[C:18]3[C:17]([OH:21])=[C:16]4[C:11]([CH:12]=[CH:13][CH:14]=[N:15]4)=[C:10]([O:32][CH3:33])[C:9]=3[C:8]2([OH:40])[C:34]2[CH:39]=[CH:38][CH:37]=[CH:36][CH:35]=2)=[CH:41][CH:42]=1. The yield is 0.760.